This data is from Forward reaction prediction with 1.9M reactions from USPTO patents (1976-2016). The task is: Predict the product of the given reaction. (1) Given the reactants [OH:1][C:2]1[CH:10]=[CH:9][C:8]([C:11]2[N:12]([C:27]([O:29][C:30]([CH3:33])([CH3:32])[CH3:31])=[O:28])[C:13]3[C:18]([CH:19]=2)=[CH:17][C:16]([CH2:20][N:21]2[CH2:26][CH2:25][CH2:24][CH2:23][CH2:22]2)=[CH:15][CH:14]=3)=[C:7]2[C:3]=1[CH2:4][NH:5][C:6]2=[O:34].C(N(CC)CC)C.[Cl:42][C:43]1[CH:48]=[C:47]([F:49])[CH:46]=[CH:45][C:44]=1[S:50](Cl)(=[O:52])=[O:51], predict the reaction product. The product is: [Cl:42][C:43]1[CH:48]=[C:47]([F:49])[CH:46]=[CH:45][C:44]=1[S:50]([O:1][C:2]1[CH:10]=[CH:9][C:8]([C:11]2[N:12]([C:27]([O:29][C:30]([CH3:31])([CH3:33])[CH3:32])=[O:28])[C:13]3[C:18]([CH:19]=2)=[CH:17][C:16]([CH2:20][N:21]2[CH2:26][CH2:25][CH2:24][CH2:23][CH2:22]2)=[CH:15][CH:14]=3)=[C:7]2[C:3]=1[CH2:4][NH:5][C:6]2=[O:34])(=[O:52])=[O:51]. (2) Given the reactants C([C@@H:8]1[CH2:12]OC(=O)[N:9]1[C:14](=[O:35])[C@H:15]([CH2:19][C:20]1[C:25]([Cl:26])=[CH:24][C:23]([C:27]2[CH:32]=[CH:31][C:30]([F:33])=[CH:29][CH:28]=2)=[CH:22][C:21]=1[Cl:34])CC=O)C1C=CC=CC=1.[NH:36]1[C:44]2[CH2:43][CH2:42][C@H:41](N)[CH2:40][C:39]=2[CH:38]=[N:37]1.C(O[BH-](OC(=O)C)OC(=O)C)(=O)C.[Na+], predict the reaction product. The product is: [Cl:34][C:21]1[CH:22]=[C:23]([C:27]2[CH:32]=[CH:31][C:30]([F:33])=[CH:29][CH:28]=2)[CH:24]=[C:25]([Cl:26])[C:20]=1[CH2:19][C@@H:15]1[CH2:12][CH2:8][N:9]([C@H:41]2[CH2:42][CH2:43][C:44]3[C:39](=[CH:38][NH:37][N:36]=3)[CH2:40]2)[C:14]1=[O:35].